This data is from NCI-60 drug combinations with 297,098 pairs across 59 cell lines. The task is: Regression. Given two drug SMILES strings and cell line genomic features, predict the synergy score measuring deviation from expected non-interaction effect. (1) Drug 1: CCCCCOC(=O)NC1=NC(=O)N(C=C1F)C2C(C(C(O2)C)O)O. Drug 2: CC1CCCC2(C(O2)CC(NC(=O)CC(C(C(=O)C(C1O)C)(C)C)O)C(=CC3=CSC(=N3)C)C)C. Cell line: U251. Synergy scores: CSS=44.4, Synergy_ZIP=0.688, Synergy_Bliss=-2.67, Synergy_Loewe=-28.8, Synergy_HSA=-0.399. (2) Drug 1: CC12CCC3C(C1CCC2O)C(CC4=C3C=CC(=C4)O)CCCCCCCCCS(=O)CCCC(C(F)(F)F)(F)F. Drug 2: CCC1(C2=C(COC1=O)C(=O)N3CC4=CC5=C(C=CC(=C5CN(C)C)O)N=C4C3=C2)O.Cl. Cell line: HL-60(TB). Synergy scores: CSS=67.7, Synergy_ZIP=-0.0271, Synergy_Bliss=-1.18, Synergy_Loewe=-48.6, Synergy_HSA=-2.00. (3) Drug 1: C1=CC=C(C(=C1)C(C2=CC=C(C=C2)Cl)C(Cl)Cl)Cl. Drug 2: CCCCCOC(=O)NC1=NC(=O)N(C=C1F)C2C(C(C(O2)C)O)O. Cell line: HCC-2998. Synergy scores: CSS=0.0120, Synergy_ZIP=-0.616, Synergy_Bliss=1.52, Synergy_Loewe=-8.62, Synergy_HSA=-3.21. (4) Drug 1: CNC(=O)C1=CC=CC=C1SC2=CC3=C(C=C2)C(=NN3)C=CC4=CC=CC=N4. Drug 2: COC1=C2C(=CC3=C1OC=C3)C=CC(=O)O2. Cell line: CCRF-CEM. Synergy scores: CSS=-0.342, Synergy_ZIP=-1.59, Synergy_Bliss=-3.39, Synergy_Loewe=-12.9, Synergy_HSA=-5.75.